Task: Predict the reactants needed to synthesize the given product.. Dataset: Full USPTO retrosynthesis dataset with 1.9M reactions from patents (1976-2016) (1) Given the product [CH2:1]([O:3][C:4](=[O:26])[C:5]([O:8][C:9]1[CH:14]=[CH:13][C:12]([O:15][C:16]2[CH:21]=[CH:20][C:19]([CH3:22])=[C:18]([CH2:23][NH2:24])[CH:17]=2)=[CH:11][C:10]=1[CH3:25])([CH3:6])[CH3:7])[CH3:2], predict the reactants needed to synthesize it. The reactants are: [CH2:1]([O:3][C:4](=[O:26])[C:5]([O:8][C:9]1[CH:14]=[CH:13][C:12]([O:15][C:16]2[CH:21]=[CH:20][C:19]([CH3:22])=[C:18]([C:23]#[N:24])[CH:17]=2)=[CH:11][C:10]=1[CH3:25])([CH3:7])[CH3:6])[CH3:2].[H][H]. (2) Given the product [CH3:1][C:2]([CH3:42])([CH2:34][CH2:35][N:36]1[CH2:41][CH2:40][O:39][CH2:38][CH2:37]1)[C:3]([C:5]1[C:13]2[C:8](=[N:9][CH:10]=[C:11]([C:14]3[CH:19]=[C:18]([O:20][CH3:21])[C:17]([O:22][CH3:23])=[C:16]([O:24][CH3:25])[CH:15]=3)[N:12]=2)[NH:7][CH:6]=1)=[O:4], predict the reactants needed to synthesize it. The reactants are: [CH3:1][C:2]([CH3:42])([CH2:34][CH2:35][N:36]1[CH2:41][CH2:40][O:39][CH2:38][CH2:37]1)[C:3]([C:5]1[C:13]2[C:8](=[N:9][CH:10]=[C:11]([C:14]3[CH:19]=[C:18]([O:20][CH3:21])[C:17]([O:22][CH3:23])=[C:16]([O:24][CH3:25])[CH:15]=3)[N:12]=2)[N:7](COCC[Si](C)(C)C)[CH:6]=1)=[O:4].O.O.O.C([O-])(=O)C.[Na+]. (3) The reactants are: [F:1][C:2]1[CH:24]=[CH:23][C:5]2[N:6]=[C:7]3[CH:11]([CH2:12][C:13]4[CH:18]=[CH:17][C:16]([O:19][CH3:20])=[CH:15][C:14]=4[F:21])[NH:10][C:9](=[O:22])[N:8]3[C:4]=2[CH:3]=1.FC1C=CC2N3C(=O)NC(CC4C=CC(OC)=CC=4F)C3=NC=2C=1.Cl.[NH2:50][C:51]12[CH2:58][CH2:57][C:54]([OH:59])([CH2:55][CH2:56]1)[CH2:53][CH2:52]2.C(O)(C(F)(F)F)=O. Given the product [F:1][C:2]1[CH:24]=[CH:23][C:5]2[N:6]=[C:7]([CH:11]([NH:10][C:9]([NH:50][C:51]34[CH2:58][CH2:57][C:54]([OH:59])([CH2:55][CH2:56]3)[CH2:53][CH2:52]4)=[O:22])[CH2:12][C:13]3[CH:18]=[CH:17][C:16]([O:19][CH3:20])=[CH:15][C:14]=3[F:21])[NH:8][C:4]=2[CH:3]=1, predict the reactants needed to synthesize it. (4) The reactants are: [N:1]1[O:2][N:3]=[C:4]2[CH:9]=[C:8]([CH2:10][CH2:11][N:12]3[CH2:17][CH2:16][NH:15][CH2:14][C:13]3=[O:18])[CH:7]=[CH:6][C:5]=12.O=[C:20]1[CH2:29][CH2:28][C:27]2[CH:26]=[C:25]([C:30]#[N:31])[CH:24]=[CH:23][C:22]=2[CH2:21]1. Given the product [N:1]1[O:2][N:3]=[C:4]2[CH:9]=[C:8]([CH2:10][CH2:11][N:12]3[CH2:17][CH2:16][N:15]([CH:20]4[CH2:29][CH2:28][C:27]5[CH:26]=[C:25]([C:30]#[N:31])[CH:24]=[CH:23][C:22]=5[CH2:21]4)[CH2:14][C:13]3=[O:18])[CH:7]=[CH:6][C:5]=12, predict the reactants needed to synthesize it.